From a dataset of Catalyst prediction with 721,799 reactions and 888 catalyst types from USPTO. Predict which catalyst facilitates the given reaction. (1) Reactant: [Br:1][C:2]1[CH:7]=[C:6]([F:8])[CH:5]=[CH:4][C:3]=1[O:9][CH2:10][CH2:11]Cl.CC(C)([O-])C.[K+]. Product: [Br:1][C:2]1[CH:7]=[C:6]([F:8])[CH:5]=[CH:4][C:3]=1[O:9][CH:10]=[CH2:11]. The catalyst class is: 7. (2) Reactant: Cl.[NH2:2][C:3]1[C:4]([C:13]([NH:15][CH:16]([CH:20]2[CH2:25][CH2:24][O:23][CH2:22][CH2:21]2)[C:17]([OH:19])=[O:18])=[O:14])=[CH:5][C:6]2[C:11]([CH:12]=1)=[CH:10][CH:9]=[CH:8][CH:7]=2.[N:26]([C:29]1[C:34]([CH3:35])=[CH:33][C:32]([CH3:36])=[CH:31][C:30]=1[CH3:37])=[C:27]=[O:28].[CH3:38]CCCCC.C(OCC)(=O)C. Product: [O:23]1[CH2:24][CH2:25][CH:20]([CH:16]([NH:15][C:13]([C:4]2[C:3]([NH:2][C:27]([NH:26][C:29]3[C:30]([CH3:37])=[CH:31][C:32]([CH3:36])=[CH:33][C:34]=3[CH3:35])=[O:28])=[CH:12][C:11]3[C:6](=[CH:7][CH:8]=[CH:9][CH:10]=3)[CH:5]=2)=[O:14])[C:17]([O:19][CH3:38])=[O:18])[CH2:21][CH2:22]1. The catalyst class is: 17. (3) Reactant: [CH2:1]([CH:3]([CH2:34][CH3:35])[CH:4]([NH:16][C:17]1[CH:22]=[CH:21][C:20]([C:23]([N:25]([CH3:33])[CH2:26][CH2:27][C:28]([O:30]CC)=[O:29])=[O:24])=[CH:19][CH:18]=1)[C:5]1[O:6][C:7]2[CH:14]=[CH:13][C:12]([F:15])=[CH:11][C:8]=2[C:9]=1[CH3:10])[CH3:2].C(O)C.[OH-].[Na+]. Product: [CH2:34]([CH:3]([CH2:1][CH3:2])[CH:4]([NH:16][C:17]1[CH:22]=[CH:21][C:20]([C:23]([N:25]([CH3:33])[CH2:26][CH2:27][C:28]([OH:30])=[O:29])=[O:24])=[CH:19][CH:18]=1)[C:5]1[O:6][C:7]2[CH:14]=[CH:13][C:12]([F:15])=[CH:11][C:8]=2[C:9]=1[CH3:10])[CH3:35]. The catalyst class is: 7. (4) Reactant: CC1(C)[O:7][CH2:6][C:5]2([CH2:16][C:15](=O)[C:14]3[C:9](=[CH:10][CH:11]=[C:12]([C:18]4[CH:19]=[C:20]([CH:23]=[CH:24][CH:25]=4)[C:21]#[N:22])[CH:13]=3)[O:8]2)[CH2:4][O:3]1.C[Si]([N:31]=[C:32]=[N:33][Si](C)(C)C)(C)C. Product: [C:21]([C:20]1[CH:19]=[C:18]([C:12]2[CH:13]=[C:14]3[C:9](=[CH:10][CH:11]=2)[O:8][C:5]([CH2:6][OH:7])([CH2:4][OH:3])[CH2:16]/[C:15]/3=[N:33]\[C:32]#[N:31])[CH:25]=[CH:24][CH:23]=1)#[N:22]. The catalyst class is: 388. (5) Reactant: [CH3:1][NH:2][C:3]([C@H:5]1[CH2:9][CH2:8][CH2:7][N:6]1[C:10]1[CH:15]=[CH:14][C:13]([NH:16][C:17]([NH2:19])=[NH:18])=[CH:12][CH:11]=1)=[O:4].CN(C)/[CH:22]=[C:23](\[F:35])/[C:24]([C:26]1[N:30]([CH:31]([CH3:33])[CH3:32])[C:29]([CH3:34])=[N:28][CH:27]=1)=O. Product: [CH3:1][NH:2][C:3]([C@H:5]1[CH2:9][CH2:8][CH2:7][N:6]1[C:10]1[CH:15]=[CH:14][C:13]([NH:16][C:17]2[N:19]=[C:24]([C:26]3[N:30]([CH:31]([CH3:32])[CH3:33])[C:29]([CH3:34])=[N:28][CH:27]=3)[C:23]([F:35])=[CH:22][N:18]=2)=[CH:12][CH:11]=1)=[O:4]. The catalyst class is: 141. (6) Reactant: C(OC([N:8]1[CH2:13][CH2:12][N:11]([CH:14]([C:16](=[O:28])[NH:17][CH:18]2[CH:25]3[CH2:26][CH:21]4[CH2:22][CH:23]([CH2:27][CH:19]2[CH2:20]4)[CH2:24]3)[CH3:15])[CH2:10][CH2:9]1)=O)(C)(C)C.[ClH:29]. Product: [ClH:29].[CH:19]12[CH2:27][CH:23]3[CH2:22][CH:21]([CH2:26][CH:25]([CH2:24]3)[CH:18]1[NH:17][C:16](=[O:28])[CH:14]([N:11]1[CH2:12][CH2:13][NH:8][CH2:9][CH2:10]1)[CH3:15])[CH2:20]2. The catalyst class is: 12. (7) Reactant: [NH:1]1[C:9]2[C:4](=[CH:5][CH:6]=[CH:7][CH:8]=2)[C:3]([CH:10]=O)=[CH:2]1.[OH:12][N:13]1[C:21]2[C:16](=[CH:17][CH:18]=[CH:19][CH:20]=2)[CH2:15][C:14]1=[O:22].N1CCCCC1. Product: [OH:12][N:13]1[C:21]2[C:16](=[CH:17][CH:18]=[CH:19][CH:20]=2)[C:15](=[CH:10][C:3]2[C:4]3[C:9](=[CH:8][CH:7]=[CH:6][CH:5]=3)[NH:1][CH:2]=2)[C:14]1=[O:22]. The catalyst class is: 14.